From a dataset of Forward reaction prediction with 1.9M reactions from USPTO patents (1976-2016). Predict the product of the given reaction. Given the reactants [F:1][C:2]1[CH:8]=[CH:7][C:6]([N+:9]([O-:11])=[O:10])=[CH:5][C:3]=1[NH2:4].[CH3:12][C:13]([O:16][C:17](O[C:17]([O:16][C:13]([CH3:15])([CH3:14])[CH3:12])=[O:18])=[O:18])([CH3:15])[CH3:14], predict the reaction product. The product is: [F:1][C:2]1[CH:8]=[CH:7][C:6]([N+:9]([O-:11])=[O:10])=[CH:5][C:3]=1[NH:4][C:17](=[O:18])[O:16][C:13]([CH3:15])([CH3:14])[CH3:12].